Task: Predict the reactants needed to synthesize the given product.. Dataset: Full USPTO retrosynthesis dataset with 1.9M reactions from patents (1976-2016) (1) Given the product [N:26]12[CH2:25][C@@H:24]([NH:23][C:17]([C:13]3[CH:14]=[CH:15][CH:16]=[C:10]4[O:9][C:8]([N:6]5[CH2:5][C@@H:4]([CH3:20])[O:3][C@@H:2]([CH3:1])[CH2:7]5)=[N:12][C:11]=34)=[O:19])[CH:29]([CH2:30][CH2:31]1)[CH2:28][CH2:27]2, predict the reactants needed to synthesize it. The reactants are: [CH3:1][C@H:2]1[CH2:7][N:6]([C:8]2[O:9][C:10]3[C:11](=[C:13]([C:17]([OH:19])=O)[CH:14]=[CH:15][CH:16]=3)[N:12]=2)[CH2:5][C@@H:4]([CH3:20])[O:3]1.Cl.Cl.[NH2:23][C@H:24]1[CH:29]2[CH2:30][CH2:31][N:26]([CH2:27][CH2:28]2)[CH2:25]1. (2) Given the product [Br:1][C:2]1[CH:7]=[CH:6][C:5]([C:14]2[CH:15]=[CH:16][C:11]([F:10])=[CH:12][CH:13]=2)=[C:4]([CH3:9])[CH:3]=1, predict the reactants needed to synthesize it. The reactants are: [Br:1][C:2]1[CH:7]=[CH:6][C:5](I)=[C:4]([CH3:9])[CH:3]=1.[F:10][C:11]1[CH:16]=[CH:15][C:14](B(O)O)=[CH:13][CH:12]=1.O.P([O-])([O-])([O-])=O.[K+].[K+].[K+]. (3) Given the product [ClH:1].[Cl:26][C:27]1[CH:28]=[C:29]([NH:30][C:2]2[C:11]3[C:6](=[CH:7][C:8]([O:18][CH2:19][C:20]4[CH:25]=[CH:24][CH:23]=[CH:22][CH:21]=4)=[C:9]([O:12][C@H:13]4[CH2:17][CH2:16][O:15][CH2:14]4)[CH:10]=3)[N:5]=[CH:4][N:3]=2)[CH:31]=[CH:32][C:33]=1[F:34], predict the reactants needed to synthesize it. The reactants are: [Cl:1][C:2]1[C:11]2[C:6](=[CH:7][C:8]([O:18][CH2:19][C:20]3[CH:25]=[CH:24][CH:23]=[CH:22][CH:21]=3)=[C:9]([O:12][C@H:13]3[CH2:17][CH2:16][O:15][CH2:14]3)[CH:10]=2)[N:5]=[CH:4][N:3]=1.[Cl:26][C:27]1[CH:28]=[C:29]([CH:31]=[CH:32][C:33]=1[F:34])[NH2:30]. (4) Given the product [NH2:29][CH2:28][CH2:27][CH2:26][O:25][C:24]1[CH:40]=[CH:41][C:21]([C:3]([C:6]2[CH:11]=[CH:10][C:9]([CH2:12][CH2:13][CH:14]([OH:19])[C:15]([CH3:17])([CH3:16])[CH3:18])=[C:8]([CH3:20])[CH:7]=2)([CH2:4][CH3:5])[CH2:1][CH3:2])=[CH:22][C:23]=1[CH3:42], predict the reactants needed to synthesize it. The reactants are: [CH2:1]([C:3]([C:21]1[CH:41]=[CH:40][C:24]([O:25][CH2:26][CH2:27][CH2:28][N:29]2C(=O)C3C(=CC=CC=3)C2=O)=[C:23]([CH3:42])[CH:22]=1)([C:6]1[CH:11]=[CH:10][C:9]([CH2:12][CH2:13][CH:14]([OH:19])[C:15]([CH3:18])([CH3:17])[CH3:16])=[C:8]([CH3:20])[CH:7]=1)[CH2:4][CH3:5])[CH3:2].O.NN. (5) Given the product [OH:1][C@@H:2]1[CH2:3][C@H:4]([NH:6][C:7](=[O:13])[O:8][C:9]([CH3:11])([CH3:10])[CH3:12])[CH2:5]1, predict the reactants needed to synthesize it. The reactants are: [O:1]=[C:2]1[CH2:5][CH:4]([NH:6][C:7](=[O:13])[O:8][C:9]([CH3:12])([CH3:11])[CH3:10])[CH2:3]1.[Li].CCOC(C)=O. (6) Given the product [Cl:28][C:23]1[CH:24]=[CH:25][CH:26]=[CH:27][C:22]=1[C:21]([NH:20][C:12]1[S:13][C:14]2[CH2:15][N:16]([CH2:2][CH3:3])[CH2:17][CH2:18][C:19]=2[C:11]=1[C:8]([NH2:9])=[O:10])=[O:29], predict the reactants needed to synthesize it. The reactants are: F[C:2](F)(F)[C:3]([O-])=O.[C:8]([C:11]1[C:19]2[CH2:18][CH2:17][NH2+:16][CH2:15][C:14]=2[S:13][C:12]=1[NH:20][C:21](=[O:29])[C:22]1[CH:27]=[CH:26][CH:25]=[CH:24][C:23]=1[Cl:28])(=[O:10])[NH2:9].C(=O)C.C(O[BH-](OC(=O)C)OC(=O)C)(=O)C.[Na+]. (7) Given the product [C:37]([NH:7][C:8]1[CH:9]=[CH:10][C:11]2[N:15]=[C:14]([N:16]3[CH2:17][CH:18]4[CH2:23][N:22]([C:24]([O:26][C:27]([CH3:29])([CH3:30])[CH3:28])=[O:25])[CH2:21][CH:19]4[CH2:20]3)[N:13]([CH2:31][CH:32]=[C:33]([CH3:35])[CH3:34])[C:12]=2[CH:36]=1)(=[O:44])[C:38]1[CH:43]=[CH:42][CH:41]=[CH:40][CH:39]=1, predict the reactants needed to synthesize it. The reactants are: C(=O)([O-])[O-].[Cs+].[Cs+].[NH2:7][C:8]1[CH:9]=[CH:10][C:11]2[N:15]=[C:14]([N:16]3[CH2:20][CH:19]4[CH2:21][N:22]([C:24]([O:26][C:27]([CH3:30])([CH3:29])[CH3:28])=[O:25])[CH2:23][CH:18]4[CH2:17]3)[N:13]([CH2:31][CH:32]=[C:33]([CH3:35])[CH3:34])[C:12]=2[CH:36]=1.[C:37](Cl)(=[O:44])[C:38]1[CH:43]=[CH:42][CH:41]=[CH:40][CH:39]=1.